Dataset: Full USPTO retrosynthesis dataset with 1.9M reactions from patents (1976-2016). Task: Predict the reactants needed to synthesize the given product. (1) Given the product [CH2:1]([O:14][C:12](=[O:13])[C:11]1[CH:15]=[CH:16][C:17]([Br:19])=[CH:18][C:10]=1[F:9])[C:2]1[CH:7]=[CH:6][CH:5]=[CH:4][CH:3]=1, predict the reactants needed to synthesize it. The reactants are: [CH2:1](Br)[C:2]1[CH:7]=[CH:6][CH:5]=[CH:4][CH:3]=1.[F:9][C:10]1[CH:18]=[C:17]([Br:19])[CH:16]=[CH:15][C:11]=1[C:12]([OH:14])=[O:13].C([O-])([O-])=O.[Cs+].[Cs+]. (2) Given the product [C:23]1([CH:1]([C:2]2[CH:3]=[CH:4][CH:5]=[CH:6][CH:7]=2)[OH:8])[CH:30]=[CH:29][CH:26]=[CH:25][CH:24]=1, predict the reactants needed to synthesize it. The reactants are: [CH2:1]([O:8]C1C=CC=CC=1Br)[C:2]1[CH:7]=[CH:6][CH:5]=[CH:4][CH:3]=1.[Mg].II.C([C:23]1[CH:30]=[CH:29][C:26](C=O)=[CH:25][CH:24]=1)C(C)C. (3) Given the product [Br:58][C:57]1[C:52]([NH:51][C:61]2[CH:68]=[CH:67][C:64]([C:65]#[N:66])=[CH:63][CH:62]=2)=[N:53][CH:54]=[C:55]([CH3:59])[CH:56]=1, predict the reactants needed to synthesize it. The reactants are: C1(P(C2C=CC=CC=2)C2C3OC4C(=CC=CC=4P(C4C=CC=CC=4)C4C=CC=CC=4)C(C)(C)C=3C=CC=2)C=CC=CC=1.C1(OC)C=CC=CC=1.[NH2:51][C:52]1[C:57]([Br:58])=[CH:56][C:55]([CH3:59])=[CH:54][N:53]=1.I[C:61]1[CH:68]=[CH:67][C:64]([C:65]#[N:66])=[CH:63][CH:62]=1.C(=O)([O-])[O-].[Cs+].[Cs+]. (4) Given the product [CH3:1][O:2][C:3](=[O:21])[C@@H:4]([NH:12][C:13]([O:15][CH:16]1[CH2:17][CH2:18][CH2:19][CH2:20]1)=[O:14])[CH2:5][CH2:6][CH2:7][CH2:8][CH2:9][CH2:10][CH2:11][OH:32], predict the reactants needed to synthesize it. The reactants are: [CH3:1][O:2][C:3](=[O:21])[C@@H:4]([NH:12][C:13]([O:15][CH:16]1[CH2:20][CH2:19][CH2:18][CH2:17]1)=[O:14])[CH2:5][CH2:6][CH2:7][CH2:8][CH2:9][CH:10]=[CH2:11].B1C2CCCC1CCC2.C([O-])(O)=[O:32].[Na+].OO. (5) Given the product [F:14][C:9]1[CH:10]=[CH:11][C:12]2[N:13]=[N:15][NH:1][C:2]=2[C:3]=1[C:4]([O:6][CH2:7][CH3:8])=[O:5], predict the reactants needed to synthesize it. The reactants are: [NH2:1][C:2]1[C:12]([NH2:13])=[CH:11][CH:10]=[C:9]([F:14])[C:3]=1[C:4]([O:6][CH2:7][CH3:8])=[O:5].[N:15]([O-])=O.[Na+]. (6) Given the product [CH3:23][O:24][C:25]1[CH:33]=[CH:32][C:28]([C:29]([C:9]2[CH:10]=[C:5]([C:1]([CH3:3])([CH3:2])[CH3:4])[CH:6]=[CH:7][C:8]=2[OH:11])([CH3:31])[CH3:30])=[CH:27][CH:26]=1, predict the reactants needed to synthesize it. The reactants are: [C:1]([C:5]1[CH:10]=[CH:9][C:8]([OH:11])=[CH:7][CH:6]=1)([CH3:4])([CH3:3])[CH3:2].C1(C)C=CC(S(O)(=O)=O)=CC=1.[CH3:23][O:24][C:25]1[CH:33]=[CH:32][C:28]([C:29]([CH3:31])=[CH2:30])=[CH:27][CH:26]=1. (7) Given the product [CH:5]1[C:4]2[C:9](=[CH:10][C:11]3[C:16]([C:3]=2[CH2:2][C:17]#[N:18])=[CH:15][CH:14]=[CH:13][CH:12]=3)[CH:8]=[CH:7][CH:6]=1, predict the reactants needed to synthesize it. The reactants are: Cl[CH2:2][C:3]1[C:4]2[C:9]([CH:10]=[C:11]3[C:16]=1[CH:15]=[CH:14][CH:13]=[CH:12]3)=[CH:8][CH:7]=[CH:6][CH:5]=2.[C-:17]#[N:18].[K+].